Dataset: Reaction yield outcomes from USPTO patents with 853,638 reactions. Task: Predict the reaction yield, written as a fraction of the theoretical maximum amount of product (1.0 means a 100% yield; for example, 0.34 means a 34% yield). (1) The reactants are [H-].[Na+].[CH3:3][N:4]1[C:12]2[C:7](=[CH:8][CH:9]=[C:10]([OH:13])[CH:11]=2)[CH:6]=[N:5]1.Br[CH2:15][C:16]([O:18]CC)=[O:17]. The catalyst is CN(C=O)C.O. The product is [CH3:3][N:4]1[C:12]2[C:7](=[CH:8][CH:9]=[C:10]([O:13][CH2:15][C:16]([OH:18])=[O:17])[CH:11]=2)[CH:6]=[N:5]1. The yield is 0.634. (2) The reactants are [F:1][C:2]1[CH:3]=[C:4]([C:9]2[N:10]=[C:11]3[CH:19]=[CH:18][C:17]([N:20]4[CH2:25][CH2:24][NH:23][CH2:22][CH2:21]4)=[CH:16][N:12]3[C:13](=[O:15])[CH:14]=2)[CH:5]=[CH:6][C:7]=1[OH:8].[C:26](O[C:26]([O:28][C:29]([CH3:32])([CH3:31])[CH3:30])=[O:27])([O:28][C:29]([CH3:32])([CH3:31])[CH3:30])=[O:27].C(N(CC)CC)C. The catalyst is CO. The product is [F:1][C:2]1[CH:3]=[C:4]([C:9]2[N:10]=[C:11]3[CH:19]=[CH:18][C:17]([N:20]4[CH2:21][CH2:22][N:23]([C:26]([O:28][C:29]([CH3:32])([CH3:31])[CH3:30])=[O:27])[CH2:24][CH2:25]4)=[CH:16][N:12]3[C:13](=[O:15])[CH:14]=2)[CH:5]=[CH:6][C:7]=1[OH:8]. The yield is 0.990.